This data is from Reaction yield outcomes from USPTO patents with 853,638 reactions. The task is: Predict the reaction yield, written as a fraction of the theoretical maximum amount of product (1.0 means a 100% yield; for example, 0.34 means a 34% yield). (1) The reactants are [S:1]1[CH:5]=[CH:4][CH:3]=[C:2]1[C:6]1[CH:11]=[CH:10][C:9]([NH:12]C(=O)OC(C)(C)C)=[C:8]([NH:20][C:21](=[O:25])[O:22][CH2:23][CH3:24])[CH:7]=1.Cl. The catalyst is CO.O1CCOCC1. The product is [NH2:12][C:9]1[CH:10]=[CH:11][C:6]([C:2]2[S:1][CH:5]=[CH:4][CH:3]=2)=[CH:7][C:8]=1[NH:20][C:21](=[O:25])[O:22][CH2:23][CH3:24]. The yield is 0.690. (2) The reactants are C(C1C=CN=C(C2C=C(C(C)(C)C)C=CN=2)C=1)(C)(C)C.[CH3:36][C:31]1([CH3:37])[C:32]([CH3:35])([CH3:34])[O:33][B:29]([B:29]2[O:33][C:32]([CH3:35])([CH3:34])[C:31]([CH3:37])([CH3:36])[O:30]2)[O:30]1.[Cl:39][C:40]1[CH:41]=[CH:42][CH:43]=[C:44]2[C:48]=1[NH:47][CH:46]=[CH:45]2. The catalyst is COCCOC. The product is [Cl:39][C:40]1[CH:41]=[CH:42][CH:43]=[C:44]2[C:48]=1[NH:47][C:46]([B:29]1[O:30][C:31]([CH3:36])([CH3:37])[C:32]([CH3:34])([CH3:35])[O:33]1)=[CH:45]2. The yield is 0.960.